This data is from Reaction yield outcomes from USPTO patents with 853,638 reactions. The task is: Predict the reaction yield, written as a fraction of the theoretical maximum amount of product (1.0 means a 100% yield; for example, 0.34 means a 34% yield). The reactants are [Cl:1][C:2]1[C:3]([O:12][C:13]2[CH:18]=[C:17]([O:19][CH:20]([CH3:22])[CH3:21])[CH:16]=[CH:15][C:14]=2[CH2:23][OH:24])=[N:4][CH:5]=[C:6]([C:8]([F:11])([F:10])[F:9])[CH:7]=1.[CH2:25]([S:30]([NH2:33])(=[O:32])=[O:31])[CH2:26][CH2:27][CH2:28][CH3:29].N12CCCN=C1CCCCC2.Cl.CN(C)[CH:48]=[O:49]. The catalyst is C(OCC)(=O)C. The product is [CH2:25]([S:30]([NH:33][C:48](=[O:49])[O:24][CH2:23][C:14]1[CH:15]=[CH:16][C:17]([O:19][CH:20]([CH3:22])[CH3:21])=[CH:18][C:13]=1[O:12][C:3]1[C:2]([Cl:1])=[CH:7][C:6]([C:8]([F:11])([F:10])[F:9])=[CH:5][N:4]=1)(=[O:32])=[O:31])[CH2:26][CH2:27][CH2:28][CH3:29]. The yield is 0.340.